This data is from Catalyst prediction with 721,799 reactions and 888 catalyst types from USPTO. The task is: Predict which catalyst facilitates the given reaction. (1) Reactant: [CH3:1][C:2]1[C:7]([C:8]2[C:9]([CH3:29])=[C:10]([CH:26]=[CH:27][CH:28]=2)[CH2:11][NH:12][C:13]2[CH:25]=[CH:24][C:16]3[C@H:17]([CH2:20][C:21]([OH:23])=[O:22])[CH2:18][O:19][C:15]=3[CH:14]=2)=[C:6]([CH3:30])[N:5]=[C:4]([N:31]2[CH2:36][CH2:35][O:34][CH2:33][CH2:32]2)[N:3]=1.[OH-].[Na+:38].C(#N)C. Product: [CH3:30][C:6]1[C:7]([C:8]2[C:9]([CH3:29])=[C:10]([CH:26]=[CH:27][CH:28]=2)[CH2:11][NH:12][C:13]2[CH:25]=[CH:24][C:16]3[C@H:17]([CH2:20][C:21]([O-:23])=[O:22])[CH2:18][O:19][C:15]=3[CH:14]=2)=[C:2]([CH3:1])[N:3]=[C:4]([N:31]2[CH2:36][CH2:35][O:34][CH2:33][CH2:32]2)[N:5]=1.[Na+:38]. The catalyst class is: 5. (2) Reactant: [Cl:1][C:2]1[CH:3]=[C:4]2[C:8](=[CH:9][CH:10]=1)[N:7](S(C)(=O)=O)[C:6]([CH:15]([C:33]1[CH:38]=[CH:37][CH:36]=[CH:35][CH:34]=1)[NH:16][C:17](=[O:32])[C:18]1[CH:23]=[CH:22][C:21]([C:24]([N:26]3[CH2:30][CH2:29][CH2:28][CH2:27]3)=[O:25])=[C:20]([CH3:31])[CH:19]=1)=[CH:5]2.CC1C=C(C=CC=1C(N1CCCC1)=O)C(O)=O. Product: [Cl:1][C:2]1[CH:3]=[C:4]2[C:8](=[CH:9][CH:10]=1)[NH:7][C:6]([CH:15]([C:33]1[CH:38]=[CH:37][CH:36]=[CH:35][CH:34]=1)[NH:16][C:17](=[O:32])[C:18]1[CH:23]=[CH:22][C:21]([C:24]([N:26]3[CH2:30][CH2:29][CH2:28][CH2:27]3)=[O:25])=[C:20]([CH3:31])[CH:19]=1)=[CH:5]2. The catalyst class is: 500. (3) Reactant: [OH:1][C:2]1[CH:7]=[CH:6][CH:5]=[C:4]([OH:8])[C:3]=1[C:9](=[O:11])[CH3:10].[CH2:12](Br)[C:13]1[CH:18]=[CH:17][CH:16]=[CH:15][CH:14]=1.C([O-])([O-])=O.[K+].[K+].O. Product: [CH2:12]([O:1][C:2]1[CH:7]=[CH:6][CH:5]=[C:4]([OH:8])[C:3]=1[C:9](=[O:11])[CH3:10])[C:13]1[CH:18]=[CH:17][CH:16]=[CH:15][CH:14]=1. The catalyst class is: 3.